From a dataset of Forward reaction prediction with 1.9M reactions from USPTO patents (1976-2016). Predict the product of the given reaction. (1) Given the reactants [Cl:1][C:2]1[CH:7]=[CH:6][C:5](/[CH:8]=[CH:9]/[C:10]([C:12]2[CH:13]=[CH:14][C:15](=[O:19])[N:16]([CH3:18])[CH:17]=2)=[O:11])=[C:4]([F:20])[CH:3]=1.[OH:21][CH2:22][C:23]1[CH:28]=[CH:27][C:26](B(O)O)=[CH:25][CH:24]=1.C(=O)([O-])O.[Na+], predict the reaction product. The product is: [Cl:1][C:2]1[CH:7]=[CH:6][C:5]([CH:8]([C:26]2[CH:27]=[CH:28][C:23]([CH2:22][OH:21])=[CH:24][CH:25]=2)[CH2:9][C:10]([C:12]2[CH:13]=[CH:14][C:15](=[O:19])[N:16]([CH3:18])[CH:17]=2)=[O:11])=[C:4]([F:20])[CH:3]=1. (2) Given the reactants [Br:1][C:2]1[CH:7]=[CH:6][C:5]([NH:8][CH2:9][C@H:10]([OH:13])[CH2:11][OH:12])=[CH:4][C:3]=1[CH3:14].[C:15](=O)(OCC)[O:16]CC.C[O-].[Na+].[NH4+].[Cl-], predict the reaction product. The product is: [Br:1][C:2]1[CH:7]=[CH:6][C:5]([N:8]2[CH2:9][C@H:10]([CH2:11][OH:12])[O:13][C:15]2=[O:16])=[CH:4][C:3]=1[CH3:14]. (3) Given the reactants [CH3:1][S:2]([C:5]1[CH:10]=[CH:9][C:8](Br)=[CH:7][CH:6]=1)(=[O:4])=[O:3].[OH:12][C:13]1[CH:18]=[CH:17][C:16](B(O)O)=[CH:15][CH:14]=1.C([O-])([O-])=O.[Na+].[Na+], predict the reaction product. The product is: [CH3:1][S:2]([C:5]1[CH:10]=[CH:9][C:8]([C:16]2[CH:17]=[CH:18][C:13]([OH:12])=[CH:14][CH:15]=2)=[CH:7][CH:6]=1)(=[O:4])=[O:3]. (4) Given the reactants [CH:1]1[CH:2]=[C:3]([CH2:6][NH:7][C:8]2[C:13]([C:14]([OH:16])=[O:15])=[CH:12][C:11]([S:17]([NH2:20])(=[O:19])=[O:18])=[C:10]([Cl:21])[CH:9]=2)[O:4][CH:5]=1.C(N1C=CN=C1)(N1C=CN=C1)=O.[CH3:34][C:35]([CH3:39])=[CH:36][CH2:37]O.C(C(CCC)[O-])(C)(C)C.[K+], predict the reaction product. The product is: [NH2:20][S:17]([C:11]1[C:10]([Cl:21])=[CH:9][C:8]([NH:7][CH2:6][C:3]2[O:4][CH:5]=[CH:1][CH:2]=2)=[C:13]([CH:12]=1)[C:14]([O:16][CH2:37][CH:36]=[C:35]([CH3:39])[CH3:34])=[O:15])(=[O:19])=[O:18]. (5) The product is: [C:20]([N:19]1[C:15]([C:10]2[CH:11]=[CH:12][CH:13]=[CH:14][C:9]=2[C:6]2[CH:5]=[CH:4][C:3]([CH2:2][NH:39][C@@H:40]([CH3:43])[CH2:41][OH:42])=[CH:8][CH:7]=2)=[N:16][N:17]=[N:18]1)([C:33]1[CH:38]=[CH:37][CH:36]=[CH:35][CH:34]=1)([C:21]1[CH:22]=[CH:23][CH:24]=[CH:25][CH:26]=1)[C:27]1[CH:32]=[CH:31][CH:30]=[CH:29][CH:28]=1. Given the reactants Br[CH2:2][C:3]1[CH:8]=[CH:7][C:6]([C:9]2[CH:14]=[CH:13][CH:12]=[CH:11][C:10]=2[C:15]2[N:19]([C:20]([C:33]3[CH:38]=[CH:37][CH:36]=[CH:35][CH:34]=3)([C:27]3[CH:32]=[CH:31][CH:30]=[CH:29][CH:28]=3)[C:21]3[CH:26]=[CH:25][CH:24]=[CH:23][CH:22]=3)[N:18]=[N:17][N:16]=2)=[CH:5][CH:4]=1.[NH2:39][C@@H:40]([CH3:43])[CH2:41][OH:42].C(=O)([O-])[O-].[K+].[K+].O, predict the reaction product.